Dataset: Catalyst prediction with 721,799 reactions and 888 catalyst types from USPTO. Task: Predict which catalyst facilitates the given reaction. (1) Reactant: [Si:1]([O:8][C:9]1[CH:14]=[C:13]([O:15][Si:16]([C:19]([CH3:22])([CH3:21])[CH3:20])([CH3:18])[CH3:17])[CH:12]=[CH:11][C:10]=1[CH:23]1[CH2:28][CH2:27][C:26](=[N:29]O)[CH2:25][CH2:24]1)([C:4]([CH3:7])([CH3:6])[CH3:5])([CH3:3])[CH3:2].[BH4-].[Na+].O. Product: [Si:1]([O:8][C:9]1[CH:14]=[C:13]([O:15][Si:16]([C:19]([CH3:20])([CH3:21])[CH3:22])([CH3:18])[CH3:17])[CH:12]=[CH:11][C:10]=1[C@@H:23]1[CH2:24][CH2:25][C@H:26]([NH2:29])[CH2:27][CH2:28]1)([C:4]([CH3:5])([CH3:6])[CH3:7])([CH3:3])[CH3:2]. The catalyst class is: 652. (2) Reactant: [Si:1]([O:8][CH2:9][C@H:10]([CH2:26][CH:27]=C)[CH2:11][C@H:12]1[CH2:16][O:15][C:14]([CH3:18])([CH3:17])[N:13]1[C:19]([O:21][C:22]([CH3:25])([CH3:24])[CH3:23])=[O:20])([C:4]([CH3:7])([CH3:6])[CH3:5])([CH3:3])[CH3:2].[O:29]=[O+][O-].[H-].[H-].[H-].[H-].[Li+].[Al+3]. Product: [Si:1]([O:8][CH2:9][C@H:10]([CH2:26][CH2:27][OH:29])[CH2:11][C@H:12]1[CH2:16][O:15][C:14]([CH3:17])([CH3:18])[N:13]1[C:19]([O:21][C:22]([CH3:23])([CH3:24])[CH3:25])=[O:20])([C:4]([CH3:5])([CH3:7])[CH3:6])([CH3:3])[CH3:2]. The catalyst class is: 168. (3) Reactant: C[O:2][C:3](=[O:33])[C@H:4]([CH2:26][C:27]1[CH:32]=[CH:31][CH:30]=[CH:29][CH:28]=1)[NH:5][C:6]([C:8]1[CH:17]=[CH:16][C:15]2[C:10](=[CH:11][CH:12]=[C:13]([O:18][CH2:19][C:20]3[CH:25]=[CH:24][CH:23]=[CH:22][CH:21]=3)[CH:14]=2)[CH:9]=1)=[O:7].O.[OH-].[Li+]. Product: [CH2:19]([O:18][C:13]1[CH:14]=[C:15]2[C:10](=[CH:11][CH:12]=1)[CH:9]=[C:8]([C:6]([NH:5][C@H:4]([C:3]([OH:33])=[O:2])[CH2:26][C:27]1[CH:32]=[CH:31][CH:30]=[CH:29][CH:28]=1)=[O:7])[CH:17]=[CH:16]2)[C:20]1[CH:21]=[CH:22][CH:23]=[CH:24][CH:25]=1. The catalyst class is: 8.